From a dataset of Peptide-MHC class II binding affinity with 134,281 pairs from IEDB. Regression. Given a peptide amino acid sequence and an MHC pseudo amino acid sequence, predict their binding affinity value. This is MHC class II binding data. (1) The MHC is HLA-DQA10301-DQB10302 with pseudo-sequence HLA-DQA10301-DQB10302. The peptide sequence is LGTCQTLTPMMSSKF. The binding affinity (normalized) is 0.137. (2) The peptide sequence is CGMFTNRSGSQQ. The MHC is HLA-DQA10104-DQB10503 with pseudo-sequence HLA-DQA10104-DQB10503. The binding affinity (normalized) is 0.